This data is from Catalyst prediction with 721,799 reactions and 888 catalyst types from USPTO. The task is: Predict which catalyst facilitates the given reaction. (1) Reactant: [CH3:1][N:2]1[CH2:6][CH:5]([C:7]([OH:9])=O)[N:4]([CH3:10])[C:3]1=[O:11].C(N1CCOCC1)C.O.ON1C2C=CC=CC=2N=N1.Cl.C(N=C=NCCCN(C)C)C.[Cl:43][C:44]1[C:45]([CH3:52])=[C:46]([CH2:50][NH2:51])[CH:47]=[CH:48][CH:49]=1. Product: [Cl:43][C:44]1[C:45]([CH3:52])=[C:46]([CH2:50][NH:51][C:7]([CH:5]2[CH2:6][N:2]([CH3:1])[C:3](=[O:11])[N:4]2[CH3:10])=[O:9])[CH:47]=[CH:48][CH:49]=1. The catalyst class is: 4. (2) The catalyst class is: 2. Product: [CH:1]([C:3]1[CH:4]=[CH:5][C:6]([O:11][C:12]2[CH:17]=[CH:16][C:15]([CH3:18])=[CH:14][C:13]=2[OH:19])=[C:7]([CH:10]=1)[C:8]#[N:9])=[O:2]. Reactant: [CH:1]([C:3]1[CH:4]=[CH:5][C:6]([O:11][C:12]2[CH:17]=[CH:16][C:15]([CH3:18])=[CH:14][C:13]=2[O:19]C)=[C:7]([CH:10]=1)[C:8]#[N:9])=[O:2].B(Br)(Br)Br. (3) Reactant: Cl[C:2]1[C:7]([C:8]2[CH:13]=[CH:12][N:11]=[CH:10][CH:9]=2)=[C:6]([C:14]2[O:15][CH:16]=[CH:17][CH:18]=2)[N:5]=[C:4]([NH2:19])[N:3]=1. The catalyst class is: 41. Product: [O:15]1[CH:16]=[CH:17][CH:18]=[C:14]1[C:6]1[C:7]([C:8]2[CH:13]=[CH:12][N:11]=[CH:10][CH:9]=2)=[C:2]([O:15][CH:14]([CH3:18])[CH3:6])[N:3]=[C:4]([NH2:19])[N:5]=1. (4) Reactant: [CH2:1]([O:8][C:9]1[CH:10]=[C:11]2[C:16](=[CH:17][C:18]=1[O:19][CH3:20])[CH:15]=[N:14][CH:13]([C:21]([CH3:26])([CH3:25])[CH2:22][O:23][CH3:24])[CH2:12]2)[C:2]1[CH:7]=[CH:6][CH:5]=[CH:4][CH:3]=1.C(O[CH:30]=[C:31]([C:37](=[O:39])[CH3:38])[C:32]([O:34][CH2:35][CH3:36])=[O:33])C. Product: [CH2:1]([O:8][C:9]1[C:18]([O:19][CH3:20])=[CH:17][C:16]2[CH:15]3[N:14]([CH:13]([C:21]([CH3:26])([CH3:25])[CH2:22][O:23][CH3:24])[CH2:12][C:11]=2[CH:10]=1)[CH:30]=[C:31]([C:32]([O:34][CH2:35][CH3:36])=[O:33])[C:37](=[O:39])[CH2:38]3)[C:2]1[CH:7]=[CH:6][CH:5]=[CH:4][CH:3]=1. The catalyst class is: 8. (5) Reactant: [F:1][CH:2]([F:37])[C:3]1[CH:12]=[C:11]2[C:6]([CH2:7][CH2:8][CH2:9][N:10]2[C:13]2[C:17]3[CH2:18][NH:19][CH2:20][CH2:21][C:16]=3[N:15]([CH:22]3[CH2:27][CH2:26][S:25](=[O:29])(=[O:28])[CH2:24][CH2:23]3)[N:14]=2)=[CH:5][C:4]=1[C:30]1[CH:31]=[N:32][N:33]([CH3:36])[C:34]=1[CH3:35].C(N(CC)CC)C.[CH3:45][NH:46][C:47](N1C=CN=C1)=[O:48].O. Product: [F:37][CH:2]([F:1])[C:3]1[CH:12]=[C:11]2[C:6]([CH2:7][CH2:8][CH2:9][N:10]2[C:13]2[C:17]3[CH2:18][N:19]([C:47]([NH:46][CH3:45])=[O:48])[CH2:20][CH2:21][C:16]=3[N:15]([CH:22]3[CH2:27][CH2:26][S:25](=[O:29])(=[O:28])[CH2:24][CH2:23]3)[N:14]=2)=[CH:5][C:4]=1[C:30]1[CH:31]=[N:32][N:33]([CH3:36])[C:34]=1[CH3:35]. The catalyst class is: 2. (6) Reactant: [Cl:1][C:2]1[CH:10]=[CH:9][C:5]([C:6]([OH:8])=[O:7])=[C:4]([NH:11][CH2:12][CH3:13])[N:3]=1.Cl[C:15](Cl)([O:17]C(=O)OC(Cl)(Cl)Cl)Cl. Product: [Cl:1][C:2]1[CH:10]=[CH:9][C:5]2[C:6](=[O:8])[O:7][C:15](=[O:17])[N:11]([CH2:12][CH3:13])[C:4]=2[N:3]=1. The catalyst class is: 12.